Dataset: Reaction yield outcomes from USPTO patents with 853,638 reactions. Task: Predict the reaction yield, written as a fraction of the theoretical maximum amount of product (1.0 means a 100% yield; for example, 0.34 means a 34% yield). (1) The reactants are C(OC([N:8]1[CH2:13][CH:12]=[C:11]([C:14]2[CH:19]=[CH:18][C:17]([Cl:20])=[CH:16][C:15]=2[NH:21][C:22](=[O:30])[C:23]2[CH:28]=[CH:27][CH:26]=[C:25]([Cl:29])[CH:24]=2)[CH2:10][CH2:9]1)=O)(C)(C)C.FC(F)(F)C(O)=O.[OH-].[Na+]. The catalyst is ClCCl. The product is [Cl:29][C:25]1[CH:24]=[C:23]([CH:28]=[CH:27][CH:26]=1)[C:22]([NH:21][C:15]1[CH:16]=[C:17]([Cl:20])[CH:18]=[CH:19][C:14]=1[C:11]1[CH2:12][CH2:13][NH:8][CH2:9][CH:10]=1)=[O:30]. The yield is 0.990. (2) The reactants are [H-].[Na+].[C:3]([C:7]1[CH:8]=[C:9]([N:17]2[C:21]([CH2:22]P(OC)(OC)=O)=[C:20]([CH3:29])[C:19]([C:30]([O:32][CH3:33])=[O:31])=[N:18]2)[CH:10]=[C:11]([C:13]([CH3:16])([CH3:15])[CH3:14])[CH:12]=1)([CH3:6])([CH3:5])[CH3:4].[C:34]1(=O)[CH2:39][CH2:38][CH2:37][CH2:36][CH2:35]1. The catalyst is C1COCC1. The product is [CH:34]1([CH2:22][C:21]2[N:17]([C:9]3[CH:10]=[C:11]([C:13]([CH3:14])([CH3:16])[CH3:15])[CH:12]=[C:7]([C:3]([CH3:6])([CH3:5])[CH3:4])[CH:8]=3)[N:18]=[C:19]([C:30]([O:32][CH3:33])=[O:31])[C:20]=2[CH3:29])[CH2:39][CH2:38][CH2:37][CH2:36][CH2:35]1. The yield is 0.550. (3) The reactants are [C:1]([NH:5][C:6]([C:8]1[C:16]2[C:11](=[N:12][CH:13]=[C:14]([C:17]3[C:25]4[C:20](=[CH:21][CH:22]=[C:23]([O:26][CH:27]([F:29])[F:28])[CH:24]=4)[NH:19][N:18]=3)[N:15]=2)[N:10]([CH2:30][O:31][CH2:32][CH2:33][Si:34]([CH3:37])([CH3:36])[CH3:35])[CH:9]=1)=[O:7])([CH3:4])([CH3:3])[CH3:2].Cl[CH2:39][CH2:40][CH2:41][N:42]1[CH2:45][CH:44]([OH:46])[CH2:43]1.C([O-])([O-])=O.[Cs+].[Cs+]. The catalyst is CN(C=O)C.ClCCl. The product is [C:1]([NH:5][C:6]([C:8]1[C:16]2[C:11](=[N:12][CH:13]=[C:14]([C:17]3[C:25]4[C:20](=[CH:21][CH:22]=[C:23]([O:26][CH:27]([F:28])[F:29])[CH:24]=4)[N:19]([CH2:39][CH2:40][CH2:41][N:42]4[CH2:45][CH:44]([OH:46])[CH2:43]4)[N:18]=3)[N:15]=2)[N:10]([CH2:30][O:31][CH2:32][CH2:33][Si:34]([CH3:37])([CH3:36])[CH3:35])[CH:9]=1)=[O:7])([CH3:4])([CH3:3])[CH3:2]. The yield is 0.659. (4) The reactants are [C:1]1([S:7]([N:10]2[C:14]3=[N:15][CH:16]=[C:17]([Cl:19])[CH:18]=[C:13]3[C:12](I)=[CH:11]2)(=[O:9])=[O:8])[CH:6]=[CH:5][CH:4]=[CH:3][CH:2]=1.C([Mg]Cl)(C)C.[C:26]([O:30][C:31](=[O:41])[NH:32][C:33]1[S:34][C:35]([CH:39]=[O:40])=[C:36]([Cl:38])[N:37]=1)([CH3:29])([CH3:28])[CH3:27].[Cl-].[NH4+]. The catalyst is O1CCCC1. The product is [C:26]([O:30][C:31](=[O:41])[NH:32][C:33]1[S:34][C:35]([CH:39]([C:12]2[C:13]3[C:14](=[N:15][CH:16]=[C:17]([Cl:19])[CH:18]=3)[N:10]([S:7]([C:1]3[CH:6]=[CH:5][CH:4]=[CH:3][CH:2]=3)(=[O:9])=[O:8])[CH:11]=2)[OH:40])=[C:36]([Cl:38])[N:37]=1)([CH3:29])([CH3:27])[CH3:28]. The yield is 0.603. (5) The reactants are [NH:1]1[C:5]([NH2:6])=[CH:4][CH:3]=[N:2]1.O.[N+:8]([CH:11]([CH:14]=O)[CH:12]=O)([O-:10])=[O:9].[Na].O. The catalyst is C(O)(=O)C. The product is [N+:8]([C:11]1[CH:12]=[C:4]2[CH:3]=[N:2][NH:1][C:5]2=[N:6][CH:14]=1)([O-:10])=[O:9]. The yield is 0.840. (6) The reactants are [CH3:1][C:2]1([CH3:10])[CH2:7][CH2:6][CH2:5][CH:4]([CH3:8])[C:3]1=[O:9].C([N-]C(C)C)(C)C.[Li+].C1C=CC(N([S:26]([C:29]([F:32])([F:31])[F:30])(=[O:28])=[O:27])[S:26]([C:29]([F:32])([F:31])[F:30])(=[O:28])=[O:27])=CC=1. The catalyst is C1COCC1.C(=O)=O. The product is [F:30][C:29]([F:32])([F:31])[S:26]([O:9][C:3]1[C:2]([CH3:10])([CH3:1])[CH2:7][CH2:6][CH2:5][C:4]=1[CH3:8])(=[O:28])=[O:27]. The yield is 0.600. (7) The reactants are [OH-].[Na+].[CH:3]([C:6]1[N:10]=[C:9]([CH:11]2[CH2:16][CH2:15][CH2:14][N:13]([C:17]3[N:22]=[C:21]([CH3:23])[C:20]([CH:24]([CH2:29][CH2:30][CH3:31])[C:25]([O:27]C)=[O:26])=[C:19]([C:32]4[CH:37]=[CH:36][C:35]([CH3:38])=[CH:34][CH:33]=4)[N:18]=3)[CH2:12]2)[O:8][N:7]=1)([CH3:5])[CH3:4]. The catalyst is CO. The product is [CH:3]([C:6]1[N:10]=[C:9]([CH:11]2[CH2:16][CH2:15][CH2:14][N:13]([C:17]3[N:22]=[C:21]([CH3:23])[C:20]([CH:24]([CH2:29][CH2:30][CH3:31])[C:25]([OH:27])=[O:26])=[C:19]([C:32]4[CH:33]=[CH:34][C:35]([CH3:38])=[CH:36][CH:37]=4)[N:18]=3)[CH2:12]2)[O:8][N:7]=1)([CH3:5])[CH3:4]. The yield is 0.330.